Task: Predict the product of the given reaction.. Dataset: Forward reaction prediction with 1.9M reactions from USPTO patents (1976-2016) (1) Given the reactants [CH3:1][C:2]([O-:5])([CH3:4])[CH3:3].[Na+:6].[CH2:7]([SH:10])[CH2:8][CH3:9].C([O-])(O)=O.[Na+], predict the reaction product. The product is: [CH2:7]([SH:10])[CH2:8][CH3:9].[CH3:1][C:2]([O-:5])([CH3:4])[CH3:3].[Na+:6]. (2) Given the reactants [C@@H:1]1([O:11][CH2:12][CH2:13][N:14]([CH2:27][CH2:28][O:29][C@@H:30]2[O:38][C@@H:37]([CH3:39])[C@@H:35]([OH:36])[C@@H:33]([OH:34])[C@@H:31]2[OH:32])[CH2:15][C:16]([NH:18][CH2:19][CH2:20][CH2:21][CH2:22][CH2:23][C:24]([OH:26])=[O:25])=[O:17])[O:9][C@@H:8]([CH3:10])[C@@H:6]([OH:7])[C@@H:4]([OH:5])[C@@H:2]1[OH:3].[B-](F)(F)(F)F.CN(C(O[N:53]1[C:58](=[O:59])[CH2:57][CH2:56][C:54]1=[O:55])=[N+](C)C)C.CCN(C(C)C)C(C)C.CCOC(C)=O.CO.C(#N)C.O, predict the reaction product. The product is: [C@@H:30]1([O:29][CH2:28][CH2:27][N:14]([CH2:13][CH2:12][O:11][C@@H:1]2[O:9][C@@H:8]([CH3:10])[C@@H:6]([OH:7])[C@@H:4]([OH:5])[C@@H:2]2[OH:3])[CH2:15][C:16]([NH:18][CH2:19][CH2:20][CH2:21][CH2:22][CH2:23][C:24]([O:26][N:53]2[C:58](=[O:59])[CH2:57][CH2:56][C:54]2=[O:55])=[O:25])=[O:17])[O:38][C@@H:37]([CH3:39])[C@@H:35]([OH:36])[C@@H:33]([OH:34])[C@@H:31]1[OH:32]. (3) Given the reactants Br[C:2]1[CH:7]=[CH:6][C:5]([C:8]([F:11])([F:10])[F:9])=[CH:4][N:3]=1.[CH3:12][C@H:13]1[CH2:18][NH:17][CH2:16][CH2:15][NH:14]1.C(N(CC)CC)C, predict the reaction product. The product is: [CH3:12][C@@H:13]1[NH:14][CH2:15][CH2:16][N:17]([C:2]2[CH:7]=[CH:6][C:5]([C:8]([F:11])([F:10])[F:9])=[CH:4][N:3]=2)[CH2:18]1. (4) Given the reactants [O-2:1].[Mg+2:2].[C:3](=[O:5])=[O:4], predict the reaction product. The product is: [C:3](=[O:1])([OH:5])[O-:4].[Mg+2:2].[C:3](=[O:1])([OH:5])[O-:4]. (5) Given the reactants [Br:1][C:2]1[CH:3]=[CH:4][C:5]([CH3:16])=[C:6]([S:8]([NH:11][C:12]([CH3:15])([CH3:14])[CH3:13])(=[O:10])=[O:9])[CH:7]=1.C(OOC(=O)C1C=CC=CC=1)(=O)C1C=CC=CC=1.C1C(=O)N([Br:42])C(=O)C1, predict the reaction product. The product is: [Br:1][C:2]1[CH:3]=[CH:4][C:5]([CH2:16][Br:42])=[C:6]([S:8]([NH:11][C:12]([CH3:13])([CH3:15])[CH3:14])(=[O:10])=[O:9])[CH:7]=1. (6) Given the reactants [CH:1]1[CH:6]=[C:5]2[C:7]([CH:10]=O)=[CH:8][S:9][C:4]2=[CH:3][CH:2]=1.[C:12]([NH:15][CH2:16][C:17]([OH:19])=[O:18])(=O)[CH3:13].C([O-])(=O)C.[Na+], predict the reaction product. The product is: [S:9]1[C:4]2[CH:3]=[CH:2][CH:1]=[CH:6][C:5]=2[C:7](/[CH:10]=[C:16]2\[N:15]=[C:12]([CH3:13])[O:19][C:17]\2=[O:18])=[CH:8]1. (7) The product is: [C:38]([Si:35]([O:34][CH2:33][CH2:32][O:30][C@@H:20]1[CH2:19][C@H:18]2[C@@:23]([CH3:29])([C@@H:24]3[C@@H:15]([CH2:16][CH2:17]2)[C@H:14]2[C@@:27]([CH3:28])([C@@H:11]([C@H:4]([CH3:3])[CH2:5][CH2:6][CH2:7][CH:8]([CH3:9])[CH3:10])[CH2:12][CH2:13]2)[CH2:26][CH2:25]3)[CH2:22][CH2:21]1)([CH3:37])[CH3:36])([CH3:41])([CH3:40])[CH3:39]. Given the reactants [H-].[Na+].[CH3:3][C@@H:4]([C@@H:11]1[C@:27]2([CH3:28])[C@H:14]([C@H:15]3[C@H:24]([CH2:25][CH2:26]2)[C@:23]2([CH3:29])[C@H:18]([CH2:19][C@@H:20]([OH:30])[CH2:21][CH2:22]2)[CH2:17][CH2:16]3)[CH2:13][CH2:12]1)[CH2:5][CH2:6][CH2:7][CH:8]([CH3:10])[CH3:9].Br[CH2:32][CH2:33][O:34][Si:35]([C:38]([CH3:41])([CH3:40])[CH3:39])([CH3:37])[CH3:36].O, predict the reaction product.